This data is from Full USPTO retrosynthesis dataset with 1.9M reactions from patents (1976-2016). The task is: Predict the reactants needed to synthesize the given product. (1) Given the product [CH2:10]([O:9][C:4]1[CH:5]=[CH:6][CH:7]=[CH:8][C:3]=1[C:19]1([OH:26])[C:18]2[C:22](=[CH:23][CH:24]=[C:16]([O:15][CH3:14])[CH:17]=2)[NH:21][C:20]1=[O:25])[CH3:11], predict the reactants needed to synthesize it. The reactants are: [Mg].Br[C:3]1[CH:8]=[CH:7][CH:6]=[CH:5][C:4]=1[O:9][CH2:10][CH3:11].II.[CH3:14][O:15][C:16]1[CH:17]=[C:18]2[C:22](=[CH:23][CH:24]=1)[NH:21][C:20](=[O:25])[C:19]2=[O:26]. (2) Given the product [Br:1][C:2]1[C:3]([CH:8]=[O:14])=[N:4][CH:5]=[CH:6][CH:7]=1, predict the reactants needed to synthesize it. The reactants are: [Br:1][C:2]1[C:3]([CH:8](Br)Br)=[N:4][CH:5]=[CH:6][CH:7]=1.C(O)(=O)CC(CC(O)=O)(C(O)=O)[OH:14]. (3) Given the product [Si:1]([O:8][C@H:9]1[CH2:13][N:12]([C:14]([O:16][C:17]([CH3:20])([CH3:19])[CH3:18])=[O:15])[C@H:11]([CH2:21][O:22][S:31]([CH3:30])(=[O:33])=[O:32])[CH2:10]1)([C:4]([CH3:7])([CH3:6])[CH3:5])([CH3:3])[CH3:2], predict the reactants needed to synthesize it. The reactants are: [Si:1]([O:8][C@H:9]1[CH2:13][N:12]([C:14]([O:16][C:17]([CH3:20])([CH3:19])[CH3:18])=[O:15])[C@H:11]([CH2:21][OH:22])[CH2:10]1)([C:4]([CH3:7])([CH3:6])[CH3:5])([CH3:3])[CH3:2].CCN(CC)CC.[CH3:30][S:31](Cl)(=[O:33])=[O:32].O. (4) Given the product [CH2:16]([O:15][P:13]([CH:12]([P:21]([O:26][CH2:27][CH3:28])([O:23][CH2:24][CH3:25])=[O:22])[CH2:11][CH2:10][CH2:9][C:8]([O:7][CH2:6][O:5][C:1]([Cl:34])=[O:30])=[O:29])([O:18][CH2:19][CH3:20])=[O:14])[CH3:17], predict the reactants needed to synthesize it. The reactants are: [C:1](=[O:30])([O:5][CH2:6][O:7][C:8](=[O:29])[CH2:9][CH2:10][CH2:11][CH:12]([P:21]([O:26][CH2:27][CH3:28])([O:23][CH2:24][CH3:25])=[O:22])[P:13]([O:18][CH2:19][CH3:20])([O:15][CH2:16][CH3:17])=[O:14])SCC.S(Cl)([Cl:34])(=O)=O. (5) Given the product [CH2:41]([O:40][C:23]1[CH:22]=[C:18]([CH:17]=[C:16]([O:15][CH2:1][CH2:2][CH2:3][CH2:4][CH2:5][CH2:6][CH2:7][CH2:8][CH2:9][CH2:10][CH:11]=[CH:12][CH:13]=[CH2:14])[C:24]=1[O:25][CH2:26][CH2:27][CH2:28][CH2:29][CH2:30][CH2:31][CH2:32][CH2:33][CH2:34][CH2:35][CH:36]=[CH:37][CH:38]=[CH2:39])[C:19]([OH:21])=[O:20])[CH2:42][CH2:43][CH2:44][CH2:45][CH2:46][CH2:47][CH2:48][CH2:49][CH2:50][CH:51]=[CH:52][CH:53]=[CH2:54], predict the reactants needed to synthesize it. The reactants are: [CH2:1]([O:15][C:16]1[CH:17]=[C:18]([CH:22]=[C:23]([O:40][CH2:41][CH2:42][CH2:43][CH2:44][CH2:45][CH2:46][CH2:47][CH2:48][CH2:49][CH2:50][CH:51]=[CH:52][CH:53]=[CH2:54])[C:24]=1[O:25][CH2:26][CH2:27][CH2:28][CH2:29][CH2:30][CH2:31][CH2:32][CH2:33][CH2:34][CH2:35][CH:36]=[CH:37][CH:38]=[CH2:39])[C:19]([O-:21])=[O:20])[CH2:2][CH2:3][CH2:4][CH2:5][CH2:6][CH2:7][CH2:8][CH2:9][CH2:10][CH:11]=[CH:12][CH:13]=[CH2:14].[OH-].[Na+].Cl. (6) Given the product [OH:1][CH:2]([CH2:8][CH2:9][CH2:10][CH3:11])[C:3]([N:18]([CH3:19])[CH3:17])=[O:4], predict the reactants needed to synthesize it. The reactants are: [OH:1][CH:2]([CH2:8][CH2:9][CH2:10][CH3:11])[C:3](OCC)=[O:4].C[O-].[Na+].CO.[CH3:17][NH:18][CH3:19].P(=O)(O)(O)O. (7) Given the product [C:1]([O:5][C:6]([N:8]1[CH2:12][CH:11]([O:13][S:31]([CH3:30])(=[O:33])=[O:32])[CH2:10][CH:9]1[C:14]([CH3:22])([CH3:21])[O:15][SiH2:16][C:17]([CH3:20])([CH3:19])[CH3:18])=[O:7])([CH3:4])([CH3:3])[CH3:2], predict the reactants needed to synthesize it. The reactants are: [C:1]([O:5][C:6]([N:8]1[CH2:12][CH:11]([OH:13])[CH2:10][CH:9]1[C:14]([CH3:22])([CH3:21])[O:15][SiH2:16][C:17]([CH3:20])([CH3:19])[CH3:18])=[O:7])([CH3:4])([CH3:3])[CH3:2].C(N(CC)CC)C.[CH3:30][S:31](Cl)(=[O:33])=[O:32].Cl. (8) The reactants are: [H-].[Na+].[OH:3][C:4]1[C:11]([CH3:12])=[CH:10][C:7]([C:8]#[N:9])=[CH:6][C:5]=1[CH3:13].[Cl:14][C:15]1[N:16]=[C:17](Cl)[C:18]2[CH:23]=[CH:22][S:21][C:19]=2[N:20]=1. Given the product [Cl:14][C:15]1[N:16]=[C:17]([O:3][C:4]2[C:5]([CH3:13])=[CH:6][C:7]([C:8]#[N:9])=[CH:10][C:11]=2[CH3:12])[C:18]2[CH:23]=[CH:22][S:21][C:19]=2[N:20]=1, predict the reactants needed to synthesize it. (9) Given the product [NH2:1][C:12]1[CH:13]=[C:14]([C@@:15]23[N:24]=[C:23]([NH:25][C:33](=[O:34])[O:35][C:36]([CH3:39])([CH3:38])[CH3:37])[S:22][CH2:21][C@@H:20]2[CH2:19][CH2:18][O:17][CH2:16]3)[C:8]2[O:7][C:6]([F:5])([F:26])[O:10][C:9]=2[CH:11]=1, predict the reactants needed to synthesize it. The reactants are: [N+:1]([O-])(O)=O.[F:5][C:6]1([F:26])[O:10][C:9]2[CH:11]=[CH:12][CH:13]=[C:14]([C@@:15]34[N:24]=[C:23]([NH2:25])[S:22][CH2:21][C@@H:20]3[CH2:19][CH2:18][O:17][CH2:16]4)[C:8]=2[O:7]1.S(=O)(=O)(O)O.[OH-].[C:33](O[C:33]([O:35][C:36]([CH3:39])([CH3:38])[CH3:37])=[O:34])([O:35][C:36]([CH3:39])([CH3:38])[CH3:37])=[O:34].